From a dataset of Forward reaction prediction with 1.9M reactions from USPTO patents (1976-2016). Predict the product of the given reaction. (1) Given the reactants [OH:1][CH2:2][C:3]([N:5]1[CH2:10][CH2:9][NH:8][C:7](=[O:11])[C:6]1([CH3:13])[CH3:12])=[O:4].[H-].[Na+].CC1C=CC(S(O[C:27](=[CH:32][C:33]#[N:34])[C:28]([F:31])([F:30])[F:29])(=O)=O)=CC=1, predict the reaction product. The product is: [NH2:34][C:33]1[CH:32]=[C:27]([C:28]([F:31])([F:30])[F:29])[O:1][C:2]=1[C:3]([N:5]1[CH2:10][CH2:9][NH:8][C:7](=[O:11])[C:6]1([CH3:13])[CH3:12])=[O:4]. (2) Given the reactants Cl.[OH:2]S(O)(=O)=O.[F:7][C:8]1[CH:13]=[CH:12][C:11]([NH:14][C:15]([N:17]2[CH2:22][CH2:21][N:20]([C:23](=[O:32])[C:24]3[CH:29]=[CH:28][CH:27]=[CH:26][C:25]=3[C:30]#[N:31])[CH2:19][CH2:18]2)=[O:16])=[CH:10][CH:9]=1, predict the reaction product. The product is: [F:7][C:8]1[CH:13]=[CH:12][C:11]([NH:14][C:15]([N:17]2[CH2:18][CH2:19][N:20]([C:23](=[O:32])[C:24]3[CH:29]=[CH:28][CH:27]=[CH:26][C:25]=3[C:30](=[O:2])[NH2:31])[CH2:21][CH2:22]2)=[O:16])=[CH:10][CH:9]=1. (3) The product is: [CH2:1]([O:8][C:9]1[CH:14]=[CH:13][C:12]([CH2:15][CH:16]([NH:18][C:19](=[O:30])[C:20]([C:23]2[CH:28]=[CH:27][C:26]([CH3:29])=[CH:25][CH:24]=2)=[CH:21][O:22][CH:36]([F:38])[F:37])[CH3:17])=[CH:11][C:10]=1[O:31][CH3:32])[C:2]1[CH:3]=[CH:4][CH:5]=[CH:6][CH:7]=1. Given the reactants [CH2:1]([O:8][C:9]1[CH:14]=[CH:13][C:12]([CH2:15][CH:16]([NH:18][C:19](=[O:30])[C:20]([C:23]2[CH:28]=[CH:27][C:26]([CH3:29])=[CH:25][CH:24]=2)=[CH:21][OH:22])[CH3:17])=[CH:11][C:10]=1[O:31][CH3:32])[C:2]1[CH:7]=[CH:6][CH:5]=[CH:4][CH:3]=1.[OH-].[K+].Cl[CH:36]([F:38])[F:37], predict the reaction product. (4) The product is: [CH:14]1([Si:4]([O:5][CH2:6][CH3:7])([O:8][CH2:9][CH3:10])[O:11][CH2:12][CH3:13])[CH2:18][CH2:17][CH2:16][CH2:15]1. Given the reactants C(O[Si:4]([O:11][CH2:12][CH3:13])([O:8][CH2:9][CH3:10])[O:5][CH2:6][CH3:7])C.[CH:14]1([Mg]Br)[CH2:18][CH2:17][CH2:16][CH2:15]1.[Cl-].[NH4+], predict the reaction product. (5) Given the reactants C(N(CC)CC)C.[NH2:8][C:9]1[CH:10]=[C:11]([C:23](=[O:25])[CH3:24])[CH:12]=[C:13]([C:19]([CH3:22])([CH3:21])[CH3:20])[C:14]=1[O:15][CH2:16][O:17][CH3:18].[C:26](Cl)(=[O:28])[CH3:27], predict the reaction product. The product is: [C:23]([C:11]1[CH:12]=[C:13]([C:19]([CH3:20])([CH3:21])[CH3:22])[C:14]([O:15][CH2:16][O:17][CH3:18])=[C:9]([NH:8][C:26](=[O:28])[CH3:27])[CH:10]=1)(=[O:25])[CH3:24]. (6) Given the reactants CN.[C:3](N1C=CN=C1)([N:5]1C=CN=[CH:6]1)=[O:4].[CH2:15]([C@:17]1([C:42]#[N:43])[CH2:21][CH2:20][N:19]([C:22]2[CH:27]=[CH:26][N:25]=[C:24]([NH:28][C:29]3[CH:34]=[CH:33][C:32]([N:35]4[CH2:40][CH2:39][NH:38][CH2:37][CH2:36]4)=[CH:31][CH:30]=3)[N:23]=2)[C:18]1=[O:41])[CH3:16].O, predict the reaction product. The product is: [C:42]([C@@:17]1([CH2:15][CH3:16])[CH2:21][CH2:20][N:19]([C:22]2[CH:27]=[CH:26][N:25]=[C:24]([NH:28][C:29]3[CH:30]=[CH:31][C:32]([N:35]4[CH2:40][CH2:39][N:38]([C:3]([NH:5][CH3:6])=[O:4])[CH2:37][CH2:36]4)=[CH:33][CH:34]=3)[N:23]=2)[C:18]1=[O:41])#[N:43]. (7) Given the reactants C1(P(C2C=CC=CC=2)C2C=CC=CC=2)C=CC=CC=1.CC[O:22]C(/N=N/C(OCC)=O)=O.C([O:34][C:35](=[O:53])[CH:36]([O:51][CH3:52])[CH2:37][C:38]1[CH:43]=[CH:42][C:41]([C:44]#[C:45][CH2:46][CH2:47][CH2:48][CH2:49][OH:50])=[CH:40][CH:39]=1)C.[C:54]1([C:60]2[CH:65]=[CH:64][C:63](O)=[CH:62][CH:61]=2)[CH:59]=[CH:58][CH:57]=[CH:56][CH:55]=1, predict the reaction product. The product is: [C:60]1([C:54]2[CH:55]=[CH:56][CH:57]=[CH:58][CH:59]=2)[CH:61]=[CH:62][C:63]([O:50][CH2:49][CH2:48][CH2:47][CH2:46][CH2:45][C:44]([C:41]2[CH:40]=[CH:39][C:38]([CH2:37][C@H:36]([O:51][CH3:52])[C:35]([OH:34])=[O:53])=[CH:43][CH:42]=2)=[O:22])=[CH:64][CH:65]=1.